This data is from Reaction yield outcomes from USPTO patents with 853,638 reactions. The task is: Predict the reaction yield, written as a fraction of the theoretical maximum amount of product (1.0 means a 100% yield; for example, 0.34 means a 34% yield). (1) The reactants are C(OC([NH:11][CH:12]1[CH2:16][CH2:15][N:14]([CH2:17][CH2:18][CH2:19][C@H:20]([NH:49][C:50](=[O:56])[O:51][C:52]([CH3:55])([CH3:54])[CH3:53])[C:21](=[O:48])[NH:22][C@@H:23]([C:35](=[O:47])[NH:36][C:37]2[CH:38]=[N:39][C:40]3[C:45]([CH:46]=2)=[CH:44][CH:43]=[CH:42][CH:41]=3)[CH2:24][C:25]2[CH:30]=[CH:29][C:28]([C:31]([F:34])([F:33])[F:32])=[CH:27][CH:26]=2)[CH2:13]1)=O)C1C=CC=CC=1. The catalyst is CO.[Pd]. The product is [NH2:11][CH:12]1[CH2:16][CH2:15][N:14]([CH2:17][CH2:18][CH2:19][C@H:20]([NH:49][C:50](=[O:56])[O:51][C:52]([CH3:54])([CH3:53])[CH3:55])[C:21](=[O:48])[NH:22][C@@H:23]([C:35](=[O:47])[NH:36][C:37]2[CH:38]=[N:39][C:40]3[C:45]([CH:46]=2)=[CH:44][CH:43]=[CH:42][CH:41]=3)[CH2:24][C:25]2[CH:30]=[CH:29][C:28]([C:31]([F:32])([F:33])[F:34])=[CH:27][CH:26]=2)[CH2:13]1. The yield is 0.864. (2) The reactants are [OH:1][C:2]1[C:11]2[C:6](=[CH:7][CH:8]=[CH:9][CH:10]=2)[N:5]=[CH:4][C:3]=1[C:12]([OH:14])=O.CN(C(ON1N=NC2C=CC=NC1=2)=[N+](C)C)C.F[P-](F)(F)(F)(F)F.CCN(C(C)C)C(C)C.[NH2:48][C:49]1[CH:54]=[CH:53][CH:52]=[CH:51][CH:50]=1. The catalyst is CN(C=O)C. The product is [O:1]=[C:2]1[C:11]2[C:6](=[CH:7][CH:8]=[CH:9][CH:10]=2)[NH:5][CH:4]=[C:3]1[C:12]([NH:48][C:49]1[CH:54]=[CH:53][CH:52]=[CH:51][CH:50]=1)=[O:14]. The yield is 0.450. (3) The reactants are [F:1][C:2]1[C:10]([F:11])=[C:9]([F:12])[C:8]([F:13])=[CH:7][C:3]=1[C:4]([OH:6])=[O:5].[Li][CH2:15]CCC. The catalyst is C1COCC1. The product is [CH3:15][C:7]1[C:3]([C:4]([OH:6])=[O:5])=[C:2]([F:1])[C:10]([F:11])=[C:9]([F:12])[C:8]=1[F:13]. The yield is 0.560. (4) The reactants are [OH-].[Na+:2].[Cl:3][C:4]1[C:5]([C:29]2[N:33]3[CH:34]=[CH:35][CH:36]=[C:37]([F:38])[C:32]3=[N:31][CH:30]=2)=[N:6][C:7]([NH:10][C:11]2[CH:16]=[CH:15][C:14]([N:17]([CH3:26])[CH2:18][C:19]([O:21]C(C)(C)C)=[O:20])=[CH:13][C:12]=2[O:27][CH3:28])=[N:8][CH:9]=1. The catalyst is CCO. The product is [Cl:3][C:4]1[C:5]([C:29]2[N:33]3[CH:34]=[CH:35][CH:36]=[C:37]([F:38])[C:32]3=[N:31][CH:30]=2)=[N:6][C:7]([NH:10][C:11]2[CH:16]=[CH:15][C:14]([N:17]([CH3:26])[CH2:18][C:19]([O-:21])=[O:20])=[CH:13][C:12]=2[O:27][CH3:28])=[N:8][CH:9]=1.[Na+:2]. The yield is 1.00. (5) The reactants are Cl.[NH2:2][CH:3]([C:8]1[CH:13]=[CH:12][C:11]([O:14][CH3:15])=[C:10]([O:16][CH2:17][CH3:18])[CH:9]=1)[CH2:4][CH:5]([OH:7])[CH3:6].[C:19]([NH:22][C:23]1[CH:33]=[CH:32][CH:31]=[C:25]2[C:26]([O:28][C:29](=O)[C:24]=12)=[O:27])(=[O:21])[CH3:20].C(N(CC)CC)C. The catalyst is CN(C)C=O. The product is [CH2:17]([O:16][C:10]1[CH:9]=[C:8]([CH:3]([N:2]2[C:29](=[O:28])[C:24]3[C:25](=[CH:31][CH:32]=[CH:33][C:23]=3[NH:22][C:19](=[O:21])[CH3:20])[C:26]2=[O:27])[CH2:4][CH:5]([OH:7])[CH3:6])[CH:13]=[CH:12][C:11]=1[O:14][CH3:15])[CH3:18]. The yield is 0.650.